This data is from Reaction yield outcomes from USPTO patents with 853,638 reactions. The task is: Predict the reaction yield, written as a fraction of the theoretical maximum amount of product (1.0 means a 100% yield; for example, 0.34 means a 34% yield). (1) The reactants are [C:1]([O:5][C:6]([N:8]1[CH2:12][CH2:11][CH2:10][CH:9]1[CH2:13][NH2:14])=[O:7])([CH3:4])([CH3:3])[CH3:2].[Br:15][C:16]1[CH:24]=[CH:23][C:19]([C:20](O)=[O:21])=[CH:18][CH:17]=1.CN1CCOCC1.CN(C(ON1N=NC2C=CC=NC1=2)=[N+](C)C)C.F[P-](F)(F)(F)(F)F. The catalyst is CN(C=O)C. The product is [C:1]([O:5][C:6]([N:8]1[CH2:12][CH2:11][CH2:10][CH:9]1[CH2:13][NH:14][C:20](=[O:21])[C:19]1[CH:23]=[CH:24][C:16]([Br:15])=[CH:17][CH:18]=1)=[O:7])([CH3:4])([CH3:3])[CH3:2]. The yield is 1.00. (2) The reactants are [O:1]1[C:5]2[CH:6]=[CH:7][C:8]([CH:10]([N:23]3[CH2:28][CH2:27][N:26]([CH3:29])[CH2:25][CH2:24]3)[C:11]([NH:13][NH:14][C:15]3[CH:20]=[C:19]([Cl:21])[CH:18]=[C:17]([Cl:22])[CH:16]=3)=[O:12])=[CH:9][C:4]=2[O:3][CH2:2]1.CCO.CC(O)C.Cl. The catalyst is C(Cl)Cl. The product is [ClH:21].[O:1]1[C:5]2[CH:6]=[CH:7][C:8]([CH:10]([N:23]3[CH2:24][CH2:25][N:26]([CH3:29])[CH2:27][CH2:28]3)[C:11]([NH:13][NH:14][C:15]3[CH:16]=[C:17]([Cl:22])[CH:18]=[C:19]([Cl:21])[CH:20]=3)=[O:12])=[CH:9][C:4]=2[O:3][CH2:2]1. The yield is 1.00.